Dataset: Full USPTO retrosynthesis dataset with 1.9M reactions from patents (1976-2016). Task: Predict the reactants needed to synthesize the given product. (1) Given the product [N:25]1([C:2]2[CH:10]=[CH:9][CH:8]=[C:7]3[C:3]=2[CH:4]=[N:5][N:6]3[C:11]2[C:20]3[C:15](=[CH:16][C:17]([O:23][CH3:24])=[C:18]([O:21][CH3:22])[CH:19]=3)[N:14]=[N:13][CH:12]=2)[CH2:30][CH2:29][NH:28][CH2:27][CH2:26]1, predict the reactants needed to synthesize it. The reactants are: Br[C:2]1[CH:10]=[CH:9][CH:8]=[C:7]2[C:3]=1[CH:4]=[N:5][N:6]2[C:11]1[C:20]2[C:15](=[CH:16][C:17]([O:23][CH3:24])=[C:18]([O:21][CH3:22])[CH:19]=2)[N:14]=[N:13][CH:12]=1.[NH:25]1[CH2:30][CH2:29][NH:28][CH2:27][CH2:26]1.O1CCCC1.CC(C)([O-])C.[Na+]. (2) The reactants are: [F:1][C:2]([F:51])([F:50])[C:3]1[CH:4]=[C:5]([CH:43]=[C:44]([C:46]([F:49])([F:48])[F:47])[CH:45]=1)[CH2:6][N:7]([CH2:20][C:21]1[CH:26]=[C:25]([C:27]([F:30])([F:29])[F:28])[CH:24]=[CH:23][C:22]=1[N:31]([CH2:41][CH3:42])[CH2:32][CH2:33][C:34]([O:36]C(C)(C)C)=[O:35])[C:8]1[N:13]=[CH:12][C:11]([N:14]2[CH2:19][CH2:18][O:17][CH2:16][CH2:15]2)=[CH:10][N:9]=1.C(=O)(O)[O-].[Na+]. Given the product [F:51][C:2]([F:1])([F:50])[C:3]1[CH:4]=[C:5]([CH:43]=[C:44]([C:46]([F:47])([F:49])[F:48])[CH:45]=1)[CH2:6][N:7]([CH2:20][C:21]1[CH:26]=[C:25]([C:27]([F:28])([F:29])[F:30])[CH:24]=[CH:23][C:22]=1[N:31]([CH2:41][CH3:42])[CH2:32][CH2:33][C:34]([OH:36])=[O:35])[C:8]1[N:13]=[CH:12][C:11]([N:14]2[CH2:15][CH2:16][O:17][CH2:18][CH2:19]2)=[CH:10][N:9]=1, predict the reactants needed to synthesize it.